This data is from Forward reaction prediction with 1.9M reactions from USPTO patents (1976-2016). The task is: Predict the product of the given reaction. Given the reactants [NH:1]1[CH:9]=[C:7]([CH3:8])[C:5](=[O:6])[NH:4][C:2]1=[O:3].[H-].[Li+].[C:12]1([CH:18]2[O:23][C@H:22]3[CH2:24][C@H:25](OS(C4C=CC(C)=CC=4)(=O)=O)[CH2:26][O:27][C@@H:21]3[CH2:20][O:19]2)[CH:17]=[CH:16][CH:15]=[CH:14][CH:13]=1, predict the reaction product. The product is: [CH3:8][C:7]1[C:5](=[O:6])[NH:4][C:2](=[O:3])[N:1]([C@H:25]2[CH2:26][O:27][C@H:21]3[C@@H:22]([O:23][CH:18]([C:12]4[CH:17]=[CH:16][CH:15]=[CH:14][CH:13]=4)[O:19][CH2:20]3)[CH2:24]2)[CH:9]=1.